This data is from Reaction yield outcomes from USPTO patents with 853,638 reactions. The task is: Predict the reaction yield, written as a fraction of the theoretical maximum amount of product (1.0 means a 100% yield; for example, 0.34 means a 34% yield). (1) The yield is 0.270. The product is [C:29]([S:31][CH2:2][CH2:1][C:3]1[CH:8]=[CH:7][C:6]([C:9]([O:11][CH3:12])=[O:10])=[CH:5][C:4]=1[C:13]([O:15][CH3:16])=[O:14])(=[O:32])[CH3:30]. The reactants are [CH:1]([C:3]1[CH:8]=[CH:7][C:6]([C:9]([O:11][CH3:12])=[O:10])=[CH:5][C:4]=1[C:13]([O:15][CH3:16])=[O:14])=[CH2:2].CC(N=NC(C#N)(C)C)(C#N)C.[C:29]([OH:32])(=[S:31])[CH3:30]. The catalyst is C1C=CC=CC=1.C([O-])(O)=O.[Na+]. (2) The reactants are [CH3:1][N:2]([CH:13]1[CH2:18][CH2:17][NH:16][CH2:15][CH2:14]1)[C:3](=[O:12])[O:4][CH2:5][C:6]1[CH:11]=[CH:10][CH:9]=[CH:8][CH:7]=1.Br[C:20]1[CH:21]=[CH:22][C:23]([N:26]([CH3:28])[CH3:27])=[N:24][CH:25]=1. The catalyst is C1(C)C=CC=CC=1.C1C=CC(/C=C/C(/C=C/C2C=CC=CC=2)=O)=CC=1.C1C=CC(/C=C/C(/C=C/C2C=CC=CC=2)=O)=CC=1.C1C=CC(/C=C/C(/C=C/C2C=CC=CC=2)=O)=CC=1.[Pd].[Pd]. The product is [CH3:27][N:26]([CH3:28])[C:23]1[N:24]=[CH:25][C:20]([N:16]2[CH2:15][CH2:14][CH:13]([N:2]([CH3:1])[C:3](=[O:12])[O:4][CH2:5][C:6]3[CH:11]=[CH:10][CH:9]=[CH:8][CH:7]=3)[CH2:18][CH2:17]2)=[CH:21][CH:22]=1. The yield is 0.670. (3) The reactants are [OH:1][CH2:2][C@H:3]1[NH:8][CH2:7][C@H:6]([C:9]([O:11][CH3:12])=[O:10])[CH2:5][CH2:4]1.[C:13]([Si:17](Cl)([CH3:19])[CH3:18])([CH3:16])([CH3:15])[CH3:14].N1C=NCC=1. The catalyst is CN(C=O)C. The product is [Si:17]([O:1][CH2:2][C@H:3]1[NH:8][CH2:7][C@H:6]([C:9]([O:11][CH3:12])=[O:10])[CH2:5][CH2:4]1)([C:13]([CH3:16])([CH3:15])[CH3:14])([CH3:19])[CH3:18]. The yield is 0.542. (4) The reactants are [CH:1]1([N:6]2[C:14](=O)[C:13]3[C:8](=[CH:9][CH:10]=[C:11]([OH:16])[CH:12]=3)[C:7]2=[O:17])[CH2:5][CH2:4][CH2:3][CH2:2]1. The catalyst is CC(O)=O.[Zn]. The product is [CH:1]1([N:6]2[CH2:14][C:13]3[C:8](=[CH:9][CH:10]=[C:11]([OH:16])[CH:12]=3)[C:7]2=[O:17])[CH2:2][CH2:3][CH2:4][CH2:5]1. The yield is 0.440. (5) The reactants are [NH:1]1[C:5]2[CH:6]=[CH:7][CH:8]=[CH:9][C:4]=2[N:3]=[C:2]1[NH2:10].[Cl:11][C:12]1[CH:17]=[CH:16][C:15](=[O:18])[N:14]([CH2:19][C:20]2[CH:21]=[C:22]([CH:26]=[CH:27][CH:28]=2)[C:23](O)=[O:24])[N:13]=1.CN1CCOCC1.ON1C2C=CC=CC=2N=N1.CN(C(ON1N=NC2C=CC=CC1=2)=[N+](C)C)C.F[P-](F)(F)(F)(F)F. The catalyst is CN(C=O)C. The product is [NH:1]1[C:5]2[CH:6]=[CH:7][CH:8]=[CH:9][C:4]=2[N:3]=[C:2]1[NH:10][C:23](=[O:24])[C:22]1[CH:26]=[CH:27][CH:28]=[C:20]([CH2:19][N:14]2[C:15](=[O:18])[CH:16]=[CH:17][C:12]([Cl:11])=[N:13]2)[CH:21]=1. The yield is 0.580. (6) The reactants are [F:1][C:2]1[CH:7]=[CH:6][C:5]([C:8]2[CH:12]=[C:11]([C:13]([O:15][CH2:16][CH3:17])=[O:14])[NH:10][N:9]=2)=[CH:4][CH:3]=1.C(=O)([O-])[O-].[K+].[K+].[Br:24][CH2:25][CH2:26]Br. The catalyst is C(#N)C. The product is [Br:24][CH2:25][CH2:26][N:10]1[C:11]([C:13]([O:15][CH2:16][CH3:17])=[O:14])=[CH:12][C:8]([C:5]2[CH:4]=[CH:3][C:2]([F:1])=[CH:7][CH:6]=2)=[N:9]1. The yield is 0.450. (7) The reactants are [N:1]([CH2:4][CH2:5][NH:6][C:7](=[O:21])[CH2:8][CH2:9][CH2:10][CH2:11][CH2:12][CH2:13][CH2:14][CH2:15][CH2:16]CCCC)=[N+:2]=[N-:3].[CH2:22](C1C=CC(C(Cl)=O)=CC=1)[CH2:23]CCC.N(CCN)=[N+]=[N-].C(N(CC)CC)C. The catalyst is ClCCl. The product is [N:1]([CH2:4][CH2:5][NH:6][C:7](=[O:21])[C:8]1[CH:9]=[CH:10][C:11]([CH2:12][CH2:13][CH2:14][CH2:15][CH3:16])=[CH:23][CH:22]=1)=[N+:2]=[N-:3]. The yield is 0.760.